Dataset: Reaction yield outcomes from USPTO patents with 853,638 reactions. Task: Predict the reaction yield, written as a fraction of the theoretical maximum amount of product (1.0 means a 100% yield; for example, 0.34 means a 34% yield). (1) The reactants are [CH:1]([NH:4][CH2:5][CH:6]([C:8]1[CH:13]=[CH:12][CH:11]=[CH:10][CH:9]=1)[OH:7])([CH3:3])[CH3:2].[H-].[Na+].[O:16]1[C:20]2[CH:21]=[CH:22][CH:23]=[CH:24][C:19]=2[CH:18]=[C:17]1[C:25]1[N:29]2[N:30]=[C:31](Cl)[CH:32]=[CH:33][C:28]2=[N:27][CH:26]=1. The catalyst is CN(C=O)C. The product is [CH:6]([OH:7])=[O:16].[O:16]1[C:20]2[CH:21]=[CH:22][CH:23]=[CH:24][C:19]=2[CH:18]=[C:17]1[C:25]1[N:29]2[N:30]=[C:31]([O:7][CH:6]([C:8]3[CH:13]=[CH:12][CH:11]=[CH:10][CH:9]=3)[CH2:5][NH:4][CH:1]([CH3:3])[CH3:2])[CH:32]=[CH:33][C:28]2=[N:27][CH:26]=1. The yield is 0.410. (2) The reactants are [OH-].[K+].[CH3:3][C@@H:4]1[CH2:8][CH2:7][C:6](=O)[CH:5]1[C:10]([O:12]CC)=O.[NH2:15][C:16]([NH2:18])=[S:17]. The catalyst is O.C(O)C. The product is [SH:17][C:16]1[N:15]=[C:10]([OH:12])[C:5]2[C@H:4]([CH3:3])[CH2:8][CH2:7][C:6]=2[N:18]=1. The yield is 0.560. (3) The reactants are [O:1]=[C:2]1[NH:7][C:6]2[CH:8]=[C:9]([CH2:12][N:13]3[CH2:18][CH2:17][N:16]([C:19]4[CH:27]=[CH:26][C:22]([C:23](O)=[O:24])=[CH:21][CH:20]=4)[CH2:15][CH2:14]3)[CH:10]=[N:11][C:5]=2[N:4]2[CH2:28][CH2:29][CH2:30][C@@H:3]12.[CH3:31][NH:32][CH2:33][CH3:34].CN(C(ON1N=NC2C=CC=NC1=2)=[N+](C)C)C.F[P-](F)(F)(F)(F)F.CN1CCOCC1. The catalyst is CN(C=O)C. The product is [CH2:33]([N:32]([CH3:31])[C:23](=[O:24])[C:22]1[CH:21]=[CH:20][C:19]([N:16]2[CH2:15][CH2:14][N:13]([CH2:12][C:9]3[CH:10]=[N:11][C:5]4[N:4]5[CH2:28][CH2:29][CH2:30][C@H:3]5[C:2](=[O:1])[NH:7][C:6]=4[CH:8]=3)[CH2:18][CH2:17]2)=[CH:27][CH:26]=1)[CH3:34]. The yield is 0.170. (4) The reactants are [CH3:1][O:2][C:3](=[O:15])[C:4]1[CH:9]=[C:8](Br)[CH:7]=[C:6]([N+:11]([O-:13])=[O:12])[C:5]=1[NH2:14].[N:16]1[CH:21]=[CH:20][C:19](B(O)O)=[CH:18][CH:17]=1. The catalyst is COCCOC.C([O-])([O-])=O.[Na+].[Na+]. The product is [CH3:1][O:2][C:3](=[O:15])[C:4]1[CH:9]=[C:8]([C:19]2[CH:20]=[CH:21][N:16]=[CH:17][CH:18]=2)[CH:7]=[C:6]([N+:11]([O-:13])=[O:12])[C:5]=1[NH2:14]. The yield is 0.500. (5) The reactants are C[Si]([C:5]#[C:6][C:7]1[CH:8]=[CH:9][C:10]([C:13]2[CH:18]=[CH:17][C:16]([C:19]#[C:20][Si](C)(C)C)=[CH:15][N:14]=2)=[N:11][CH:12]=1)(C)C.[F-].[K+]. The catalyst is CO. The product is [C:19]([C:16]1[CH:17]=[CH:18][C:13]([C:10]2[CH:9]=[CH:8][C:7]([C:6]#[CH:5])=[CH:12][N:11]=2)=[N:14][CH:15]=1)#[CH:20]. The yield is 0.850. (6) The reactants are [Br-].[Br:2][CH2:3][P+](C1C=CC=CC=1)(C1C=CC=CC=1)C1C=CC=CC=1.C[Si](C)(C)[N-][Si](C)(C)C.[K+].C([O:35][C@H:36]([C@@H:38]1[C@:46]2([CH3:47])[C@H:41]([C:42](=O)[CH2:43][CH2:44][CH2:45]2)[CH2:40][CH2:39]1)[CH3:37])=O.S(=O)(=O)(O)O.C(=O)([O-])[O-].[K+].[K+]. The catalyst is C1(C)C=CC=CC=1.O1CCOCC1.CCOCC.O. The product is [Br:2]/[CH:3]=[C:42]1\[CH2:43][CH2:44][CH2:45][C@@:46]2([CH3:47])[C@H:41]\1[CH2:40][CH2:39][C@@H:38]2[C@@H:36]([OH:35])[CH3:37]. The yield is 0.465. (7) The reactants are [CH2:1]([O:4][C:5](=[O:22])[NH:6][CH:7]1[CH2:11][C:10](=[O:12])[O:9][CH:8]1[O:13][CH2:14][CH2:15]C1C=CC=CC=1)[CH:2]=[CH2:3].[CH:23](O)(C)C. No catalyst specified. The product is [CH2:1]([O:4][C:5](=[O:22])[NH:6][CH:7]1[CH2:11][C:10](=[O:12])[O:9][CH:8]1[O:13][CH:14]([CH3:15])[CH3:23])[CH:2]=[CH2:3]. The yield is 0.810. (8) The reactants are [C:1]1([Mg]Br)[C:10]2[C:5](=[CH:6][CH:7]=[CH:8][CH:9]=2)[CH:4]=[CH:3][CH:2]=1.[N:13]1[C:22]2[C:17](=[CH:18][CH:19]=[CH:20][C:21]=2OS(C(C(C(C(F)(F)F)(F)F)(F)F)(F)F)(=O)=O)[CH:16]=[CH:15][CH:14]=1. The catalyst is [Zn+2].[Br-].[Br-]. The product is [C:1]1([C:21]2[CH:20]=[CH:19][CH:18]=[C:17]3[C:22]=2[N:13]=[CH:14][CH:15]=[CH:16]3)[C:10]2[C:5](=[CH:6][CH:7]=[CH:8][CH:9]=2)[CH:4]=[CH:3][CH:2]=1. The yield is 0.880.